Task: Predict which catalyst facilitates the given reaction.. Dataset: Catalyst prediction with 721,799 reactions and 888 catalyst types from USPTO (1) Reactant: [Cl:1][C:2]1[CH:3]=[N:4][C:5]2[C:10]([C:11]=1[CH:12]=[CH2:13])=[CH:9][C:8]([O:14][CH3:15])=[CH:7][CH:6]=2.S(S([O-])=O)([O-])(=O)=[O:17].[Na+].[Na+].[OH2:25]. Product: [Cl:1][C:2]1[CH:3]=[N:4][C:5]2[C:10]([C:11]=1[CH:12]([OH:17])[CH2:13][OH:25])=[CH:9][C:8]([O:14][CH3:15])=[CH:7][CH:6]=2. The catalyst class is: 107. (2) Reactant: [Cl:1][C:2]1[CH:3]=[C:4]([CH:12]=[CH:13][C:14]=1[Cl:15])[O:5][CH:6]1[CH2:11][CH2:10][NH:9][CH2:8][CH2:7]1.C(N(CC)CC)C.Br[CH2:24][CH2:25][NH:26][C:27](=[O:33])[O:28][C:29]([CH3:32])([CH3:31])[CH3:30].C(OCC)C.O. Product: [Cl:1][C:2]1[CH:3]=[C:4]([CH:12]=[CH:13][C:14]=1[Cl:15])[O:5][CH:6]1[CH2:11][CH2:10][N:9]([CH2:24][CH2:25][NH:26][C:27](=[O:33])[O:28][C:29]([CH3:32])([CH3:31])[CH3:30])[CH2:8][CH2:7]1. The catalyst class is: 3. (3) Reactant: [Li]C(C)(C)C.[CH3:6][C:7]([Si:10]([CH3:20])([CH3:19])[O:11][CH2:12][CH2:13][C:14]1[O:15][CH:16]=[CH:17][CH:18]=1)([CH3:9])[CH3:8].[CH2:21]1[O:23][CH2:22]1.[NH4+].[Cl-]. Product: [CH3:9][C:7]([Si:10]([O:11][CH2:12][CH2:13][C:14]1[O:15][C:16]([CH2:21][CH2:22][OH:23])=[CH:17][CH:18]=1)([CH3:19])[CH3:20])([CH3:6])[CH3:8]. The catalyst class is: 1. (4) Reactant: [CH2:1]=[C:2]1[CH2:6][CH2:5][N:4]([C:7]([O:9][CH2:10][C:11]2[CH:16]=[CH:15][CH:14]=[CH:13][CH:12]=2)=O)[CH2:3]1.[FH:17].F.F.C(N(CC)CC)C.[Br:27]N1C(=O)CCC1=O.[OH-:35].[Na+]. Product: [Br:27][CH2:1][C:2]1([F:17])[CH2:6][CH2:5][N:4]([C:7]([O:9][CH2:10][C:11]2[CH:16]=[CH:15][CH:14]=[CH:13][CH:12]=2)=[O:35])[CH2:3]1. The catalyst class is: 4. (5) Reactant: Br[C:2]1[N:28]=[C:5]2[CH:6]=[CH:7][C:8]([CH2:10][O:11][C:12]3[CH:17]=[CH:16][C:15]([C@@H:18]([C:25]#[C:26][CH3:27])[CH2:19][C:20]([O:22][CH2:23][CH3:24])=[O:21])=[CH:14][CH:13]=3)=[CH:9][N:4]2[N:3]=1.CC1(C)C(C)(C)OB([C:37]2[CH:44]=[CH:43][C:40]([C:41]#[N:42])=[CH:39][CH:38]=2)O1.C([O-])([O-])=O.[K+].[K+]. Product: [CH2:23]([O:22][C:20](=[O:21])[CH2:19][C@@H:18]([C:15]1[CH:16]=[CH:17][C:12]([O:11][CH2:10][C:8]2[CH:7]=[CH:6][C:5]3[N:4]([N:3]=[C:2]([C:37]4[CH:44]=[CH:43][C:40]([C:41]#[N:42])=[CH:39][CH:38]=4)[N:28]=3)[CH:9]=2)=[CH:13][CH:14]=1)[C:25]#[C:26][CH3:27])[CH3:24]. The catalyst class is: 77. (6) Reactant: [Br:1]N1C(=O)NC(=O)N(Br)C1=O.[CH2:12]([O:14][C:15]1[CH:16]=[C:17]([C:23]2[CH:28]=[CH:27][C:26]([F:29])=[CH:25][C:24]=2[F:30])[CH:18]=[CH:19][C:20]=1[CH:21]=[O:22])[CH3:13].O. Product: [Br:1][C:18]1[CH:19]=[C:20]([CH:21]=[O:22])[C:15]([O:14][CH2:12][CH3:13])=[CH:16][C:17]=1[C:23]1[CH:28]=[CH:27][C:26]([F:29])=[CH:25][C:24]=1[F:30]. The catalyst class is: 3. (7) Reactant: [OH:1][C:2]1[CH:9]=[CH:8][C:5]([CH2:6][OH:7])=[CH:4][CH:3]=1.C([O-])([O-])=O.[K+].[K+].Br[CH2:17][CH2:18][CH2:19][C:20]([O:22][CH3:23])=[O:21]. Product: [OH:7][CH2:6][C:5]1[CH:8]=[CH:9][C:2]([O:1][CH2:17][CH2:18][CH2:19][C:20]([O:22][CH3:23])=[O:21])=[CH:3][CH:4]=1. The catalyst class is: 3. (8) Reactant: OS(O)(=O)=O.C([NH:9][C:10]1[CH:18]=[C:17]([O:19][CH2:20][CH3:21])[C:16]([N+:22]([O-:24])=[O:23])=[CH:15][C:11]=1C(O)=O)(=O)C.[OH-].[NH4+]. Product: [CH2:20]([O:19][C:17]1[CH:18]=[C:10]([CH:11]=[CH:15][C:16]=1[N+:22]([O-:24])=[O:23])[NH2:9])[CH3:21]. The catalyst class is: 6. (9) Reactant: I([O-])(=O)(=O)=O.[Na+].[Cl:7][C:8]1[N:13]=[C:12]([N:14]([C:22]([O:24][C:25]([CH3:28])([CH3:27])[CH3:26])=[O:23])[C:15]([O:17][C:18]([CH3:21])([CH3:20])[CH3:19])=[O:16])[N:11]=[C:10]2[N:29]([CH2:40][C:41]3[C:46]([CH3:47])=[C:45]([O:48][CH3:49])[C:44]([CH3:50])=[CH:43][N:42]=3)[N:30]=[C:31]([CH2:32][CH:33]3COC(C)(C)[O:34]3)[C:9]=12.O1CCCC1.CO. Product: [Cl:7][C:8]1[N:13]=[C:12]([N:14]([C:22]([O:24][C:25]([CH3:28])([CH3:27])[CH3:26])=[O:23])[C:15]([O:17][C:18]([CH3:20])([CH3:19])[CH3:21])=[O:16])[N:11]=[C:10]2[N:29]([CH2:40][C:41]3[C:46]([CH3:47])=[C:45]([O:48][CH3:49])[C:44]([CH3:50])=[CH:43][N:42]=3)[N:30]=[C:31]([CH2:32][CH2:33][OH:34])[C:9]=12. The catalyst class is: 6. (10) Reactant: [CH2:1]([O:3][C:4](=[O:13])[C:5]1[CH:10]=[C:9]([Cl:11])[C:8](Cl)=[N:7][CH:6]=1)[CH3:2].[NH:14]1[CH2:19][CH2:18][NH:17][CH2:16][CH:15]1[CH2:20][CH2:21][C:22]([O:24][C:25]([CH3:28])([CH3:27])[CH3:26])=[O:23].C(N(CC)CC)C.C([O-])([O-])=O.[K+].[K+]. Product: [C:25]([O:24][C:22](=[O:23])[CH2:21][CH2:20][CH:15]1[NH:14][CH2:19][CH2:18][N:17]([C:8]2[C:9]([Cl:11])=[CH:10][C:5]([C:4]([O:3][CH2:1][CH3:2])=[O:13])=[CH:6][N:7]=2)[CH2:16]1)([CH3:28])([CH3:26])[CH3:27]. The catalyst class is: 162.